From a dataset of Forward reaction prediction with 1.9M reactions from USPTO patents (1976-2016). Predict the product of the given reaction. (1) Given the reactants Cl.[F:2][C:3]1[CH:11]=[CH:10][CH:9]=[C:8]2[C:4]=1[CH:5]([CH2:15][CH2:16][C:17]1([F:27])[CH2:26][CH2:25][C:20]3(OCC[O:21]3)[CH2:19][CH2:18]1)[N:6]1[CH:14]=[N:13][CH:12]=[C:7]12.C([O-])(O)=O.[Na+], predict the reaction product. The product is: [F:27][C:17]1([CH2:16][CH2:15][CH:5]2[C:4]3[C:8](=[CH:9][CH:10]=[CH:11][C:3]=3[F:2])[C:7]3=[CH:12][N:13]=[CH:14][N:6]23)[CH2:26][CH2:25][C:20](=[O:21])[CH2:19][CH2:18]1. (2) Given the reactants [CH3:1][O:2][C:3]1[CH:12]=[C:11]2[C:6]([CH2:7][CH2:8][O:9][CH:10]2[CH2:13][N:14]2[CH2:19][CH2:18][NH:17][CH2:16][CH2:15]2)=[CH:5][C:4]=1[C:20]#[N:21].[BH-]([O:31][C:32]([CH3:34])=[O:33])([O:31][C:32]([CH3:34])=[O:33])[O:31][C:32]([CH3:34])=[O:33].[Na+], predict the reaction product. The product is: [CH3:12][C:11]1[C:10]2[CH2:13][O:31][C:32](=[O:33])[C:34]=2[CH:4]=[CH:5][C:6]=1[CH2:7][CH2:8][N:17]1[CH2:18][CH2:19][N:14]([CH2:13][CH:10]2[C:11]3[C:6](=[CH:5][C:4]([C:20]#[N:21])=[C:3]([O:2][CH3:1])[CH:12]=3)[CH2:7][CH2:8][O:9]2)[CH2:15][CH2:16]1.